Dataset: Buchwald-Hartwig C-N cross coupling reaction yields with 55,370 reactions. Task: Predict the reaction yield, written as a fraction of the theoretical maximum amount of product (1.0 means a 100% yield; for example, 0.34 means a 34% yield). (1) The reactants are Ic1ccccn1.Cc1ccc(N)cc1.O=S(=O)(O[Pd]1c2ccccc2-c2ccccc2N~1)C(F)(F)F.COc1ccc(OC)c(P(C(C)(C)C)C(C)(C)C)c1-c1c(C(C)C)cc(C(C)C)cc1C(C)C.CCN=P(N=P(N(C)C)(N(C)C)N(C)C)(N(C)C)N(C)C.CCOC(=O)c1cnoc1. No catalyst specified. The product is Cc1ccc(Nc2ccccn2)cc1. The yield is 0.121. (2) The reactants are CCc1ccc(Cl)cc1.Cc1ccc(N)cc1.O=S(=O)(O[Pd]1c2ccccc2-c2ccccc2N~1)C(F)(F)F.COc1ccc(OC)c(P([C@]23C[C@H]4C[C@H](C[C@H](C4)C2)C3)[C@]23C[C@H]4C[C@H](C[C@H](C4)C2)C3)c1-c1c(C(C)C)cc(C(C)C)cc1C(C)C.CCN=P(N=P(N(C)C)(N(C)C)N(C)C)(N(C)C)N(C)C.Fc1cccc(F)c1-c1ccno1. No catalyst specified. The product is CCc1ccc(Nc2ccc(C)cc2)cc1. The yield is 0.0466.